Dataset: Catalyst prediction with 721,799 reactions and 888 catalyst types from USPTO. Task: Predict which catalyst facilitates the given reaction. (1) Reactant: [C:1]([C:4]1[CH:16]=[CH:15][C:14]2[C:13]3[C:8](=[CH:9][CH:10]=[CH:11][CH:12]=3)[CH:7]([CH:17]=[O:18])[C:6]=2[CH:5]=1)([OH:3])=[O:2].[BH4-].[Na+].Cl. Product: [C:1]([C:4]1[CH:16]=[CH:15][C:14]2[C:13]3[C:8](=[CH:9][CH:10]=[CH:11][CH:12]=3)[CH:7]([CH2:17][OH:18])[C:6]=2[CH:5]=1)([OH:3])=[O:2]. The catalyst class is: 6. (2) The catalyst class is: 6. Product: [F:8][C:9]1[CH:32]=[C:31]([F:33])[CH:30]=[CH:29][C:10]=1[CH2:11][N:12]1[C:20]2[CH2:19][CH:18]([CH3:21])[N:17]([C:3](=[O:4])[CH3:2])[CH2:16][C:15]=2[C:14]([C:22]2[CH:23]=[CH:24][C:25]([F:28])=[CH:26][CH:27]=2)=[N:13]1. Reactant: F[C:2](F)(F)[C:3](O)=[O:4].[F:8][C:9]1[CH:32]=[C:31]([F:33])[CH:30]=[CH:29][C:10]=1[CH2:11][N:12]1[C:20]2[CH2:19][CH:18]([CH3:21])[NH:17][CH2:16][C:15]=2[C:14]([C:22]2[CH:27]=[CH:26][C:25]([F:28])=[CH:24][CH:23]=2)=[N:13]1.C(OC(=O)C)(=O)C.N1C=CC=CC=1. (3) Reactant: [C:1]([C@@H:5]1[CH2:10][CH2:9][C@H:8]([C:11]2[C:12](=[O:23])[C:13]3[C:18]([C:19](=[O:22])[C:20]=2[OH:21])=[CH:17][CH:16]=[CH:15][CH:14]=3)[CH2:7][CH2:6]1)([CH3:4])([CH3:3])[CH3:2].C1C=CC2C(C(O)=C([C@@H]3CC[C@@H](C4C=CC(Cl)=CC=4)CC3)C(=O)C=2C=1)=O. Product: [OH:21][C:20]1[C:19](=[O:22])[C:18]2[C:13]([C:12](=[O:23])[C:11]=1[C@H:8]1[CH2:7][CH2:6][C@H:5]([C:1]([CH3:2])([CH3:4])[CH3:3])[CH2:10][CH2:9]1)=[CH:14][CH:15]=[CH:16][CH:17]=2. The catalyst class is: 65. (4) Reactant: C([N:8]1[C:12]([C:13]2[CH:18]=[CH:17][CH:16]=[CH:15][CH:14]=2)=[CH:11][C:10]([C:19]([CH3:23])([CH3:22])[CH2:20][NH2:21])=[N:9]1)C1C=CC=CC=1. Product: [CH3:23][C:19]([C:10]1[CH:11]=[C:12]([C:13]2[CH:18]=[CH:17][CH:16]=[CH:15][CH:14]=2)[NH:8][N:9]=1)([CH3:22])[CH2:20][NH2:21]. The catalyst class is: 19. (5) Reactant: Cl[C:2]1[C:3]2[CH2:11][CH2:10][N:9]([C:12]3[C:17]([C:18]([F:21])([F:20])[F:19])=[CH:16][CH:15]=[CH:14][N:13]=3)[CH2:8][C:4]=2[N:5]=[CH:6][N:7]=1.C(=O)([O-])[O-].[Cs+].[Cs+].CC1(C)C2C(=C(P(C3C=CC=CC=3)C3C=CC=CC=3)C=CC=2)OC2C(P(C3C=CC=CC=3)C3C=CC=CC=3)=CC=CC1=2.[F:70][C:71]([F:83])([F:82])[S:72]([C:75]1[CH:80]=[CH:79][C:78]([NH2:81])=[CH:77][CH:76]=1)(=[O:74])=[O:73]. Product: [F:19][C:18]([F:21])([F:20])[C:17]1[C:12]([N:9]2[CH2:10][CH2:11][C:3]3[C:2]([NH:81][C:78]4[CH:79]=[CH:80][C:75]([S:72]([C:71]([F:83])([F:70])[F:82])(=[O:74])=[O:73])=[CH:76][CH:77]=4)=[N:7][CH:6]=[N:5][C:4]=3[CH2:8]2)=[N:13][CH:14]=[CH:15][CH:16]=1. The catalyst class is: 155.